This data is from Reaction yield outcomes from USPTO patents with 853,638 reactions. The task is: Predict the reaction yield, written as a fraction of the theoretical maximum amount of product (1.0 means a 100% yield; for example, 0.34 means a 34% yield). (1) The reactants are [NH2:1][C:2]1[N:7]=[CH:6][N:5]=[C:4]2[NH:8][N:9]=[C:10]([C:11]3[CH:12]=[C:13]([OH:17])[CH:14]=[CH:15][CH:16]=3)[C:3]=12.N1C=CN=C1.[CH3:23][C:24]([Si:27](Cl)([CH3:29])[CH3:28])([CH3:26])[CH3:25]. The catalyst is CN(C=O)C.O. The product is [Si:27]([O:17][C:13]1[CH:12]=[C:11]([C:10]2[C:3]3[C:4](=[N:5][CH:6]=[N:7][C:2]=3[NH2:1])[NH:8][N:9]=2)[CH:16]=[CH:15][CH:14]=1)([C:24]([CH3:26])([CH3:25])[CH3:23])([CH3:29])[CH3:28]. The yield is 0.850. (2) The reactants are C([C@@H:9]1[CH2:14][C@@H:13]([N:15]2[CH:23]=[N:22][C:21]3[C:16]2=[N:17][CH:18]=[N:19][C:20]=3[NH2:24])[CH:12]=[CH:11][C@@H:10]1CC(=O)C1C=CC=CC=1)(=O)C1C=CC=CC=1.[C:34]([O-:37])([O-])=O.[K+].[K+].C[OH:41]. No catalyst specified. The product is [OH:41][C@@H:9]1[CH2:14][C@@H:13]([N:15]2[CH:23]=[N:22][C:21]3[C:16]2=[N:17][CH:18]=[N:19][C:20]=3[NH2:24])[CH:12]=[CH:11][C@H:10]1[CH2:34][OH:37]. The yield is 0.770. (3) The reactants are [C@:1]12([CH3:30])[C:7]([CH3:9])([CH3:8])[CH:4]([CH2:5][CH2:6]1)[CH2:3][CH:2]2[C:10]([O:12][CH:13]([C:18]1[CH:23]=[C:22]([O:24][CH3:25])[C:21]([I:26])=[CH:20][C:19]=1[N+:27]([O-:29])=[O:28])[C:14]([CH3:17])([CH3:16])[CH3:15])=[O:11]. The catalyst is C(O)C. The product is [C@:1]12([CH3:30])[C:7]([CH3:8])([CH3:9])[CH:4]([CH2:5][CH2:6]1)[CH2:3][CH:2]2[C:10]([O:12][C@@H:13]([C:18]1[CH:23]=[C:22]([O:24][CH3:25])[C:21]([I:26])=[CH:20][C:19]=1[N+:27]([O-:29])=[O:28])[C:14]([CH3:15])([CH3:16])[CH3:17])=[O:11]. The yield is 0.510. (4) The reactants are [Br:1][C:2]1[CH:3]=[C:4]2[C:9](=[CH:10][CH:11]=1)[N:8]([C:12](=[O:17])[C:13]([F:16])([F:15])[F:14])[C@@H:7]([CH3:18])[CH2:6][NH:5]2.[C:19](O[C:19]([O:21][C:22]([CH3:25])([CH3:24])[CH3:23])=[O:20])([O:21][C:22]([CH3:25])([CH3:24])[CH3:23])=[O:20]. The catalyst is CN(C)C1C=CN=CC=1.ClC(Cl)C. The product is [Br:1][C:2]1[CH:3]=[C:4]2[C:9]([N:8]([C:12](=[O:17])[C:13]([F:14])([F:16])[F:15])[C@@H:7]([CH3:18])[CH2:6][N:5]2[C:19]([O:21][C:22]([CH3:25])([CH3:24])[CH3:23])=[O:20])=[CH:10][CH:11]=1. The yield is 1.00. (5) The reactants are Br[CH2:2][C:3]1[S:4][CH:5]=[C:6]([C:8]([O:10][CH2:11][CH3:12])=[O:9])[N:7]=1.[CH3:13][NH2:14]. The catalyst is C1COCC1.CCOC(C)=O. The product is [CH3:13][NH:14][CH2:2][C:3]1[S:4][CH:5]=[C:6]([C:8]([O:10][CH2:11][CH3:12])=[O:9])[N:7]=1. The yield is 0.700. (6) The product is [CH:6]1([N:7]([C:8]2[CH:13]=[CH:12][C:11]([Cl:14])=[C:10]([Cl:15])[CH:9]=2)[C:27]([NH:35][C:36]2[S:37][CH:38]=[CH:39][N:40]=2)=[O:33])[CH2:3][CH2:4][CH2:5][CH2:1]1. The reactants are [CH:1]1([CH2:6][NH:7][C:8]2[CH:13]=[CH:12][C:11]([Cl:14])=[C:10]([Cl:15])[CH:9]=2)[CH2:5][CH2:4][CH2:3]C1.C(N(CC)CC)C.ClC(Cl)(O[C:27](=[O:33])OC(Cl)(Cl)Cl)Cl.[NH2:35][C:36]1[S:37][CH:38]=[CH:39][N:40]=1. The yield is 0.765. The catalyst is C(Cl)Cl. (7) The reactants are [NH2:1][C:2]1[C:3]2[N:4]([C:8]([C@@H:12]3[CH2:32][N:16]4[C:17](=[O:31])[CH2:18][N:19](C(OCC5C=CC=CC=5)=O)[CH2:20][C@H:15]4[CH2:14][CH2:13]3)=[N:9][C:10]=2[Br:11])[CH:5]=[CH:6][N:7]=1.C(O)(C)C. The catalyst is Br.CC(O)=O. The product is [NH2:1][C:2]1[C:3]2[N:4]([C:8]([C@@H:12]3[CH2:32][N:16]4[C:17](=[O:31])[CH2:18][NH:19][CH2:20][C@H:15]4[CH2:14][CH2:13]3)=[N:9][C:10]=2[Br:11])[CH:5]=[CH:6][N:7]=1. The yield is 0.909.